The task is: Predict the product of the given reaction.. This data is from Forward reaction prediction with 1.9M reactions from USPTO patents (1976-2016). (1) Given the reactants [Br:1][C:2]1[C:3](C(O)=O)=[N:4][C:5]([CH2:8][CH3:9])=[N:6][CH:7]=1, predict the reaction product. The product is: [Br:1][C:2]1[CH:3]=[N:4][C:5]([CH2:8][CH3:9])=[N:6][CH:7]=1. (2) Given the reactants [CH:1]1([CH2:4][N:5]([CH2:18][CH2:19][CH2:20][OH:21])[C:6]2[CH:13]=[CH:12][C:9]([C:10]#[N:11])=[C:8]([C:14]([F:17])([F:16])[F:15])[CH:7]=2)[CH2:3][CH2:2]1.[F:22][C:23]1[CH:28]=[CH:27][C:26](O)=[CH:25][CH:24]=1, predict the reaction product. The product is: [CH:1]1([CH2:4][N:5]([CH2:18][CH2:19][CH2:20][O:21][C:26]2[CH:27]=[CH:28][C:23]([F:22])=[CH:24][CH:25]=2)[C:6]2[CH:13]=[CH:12][C:9]([C:10]#[N:11])=[C:8]([C:14]([F:16])([F:17])[F:15])[CH:7]=2)[CH2:2][CH2:3]1. (3) Given the reactants Br[C:2]1[CH:14]=[CH:13][C:5]2[S:6][C:7]([C:9]([O:11][CH3:12])=[O:10])=[CH:8][C:4]=2[CH:3]=1.[N:15]1[CH:20]=[CH:19][C:18](B(O)O)=[CH:17][CH:16]=1.[Cl-].[Li+].C(=O)([O-])[O-].[Na+].[Na+], predict the reaction product. The product is: [N:15]1[CH:20]=[CH:19][C:18]([C:2]2[CH:14]=[CH:13][C:5]3[S:6][C:7]([C:9]([O:11][CH3:12])=[O:10])=[CH:8][C:4]=3[CH:3]=2)=[CH:17][CH:16]=1. (4) Given the reactants C1C=CC(P(C2C(C3C(P(C4C=CC=CC=4)C4C=CC=CC=4)=CC=C4C=3C=CC=C4)=C3C(C=CC=C3)=CC=2)C2C=CC=CC=2)=CC=1.[C:47]1([C:60]2[CH:65]=[CH:64][CH:63]=[CH:62][CH:61]=2)[CH:52]=[CH:51][CH:50]=[CH:49][C:48]=1[CH2:53][N:54]1[CH2:59][CH2:58][NH:57][CH2:56][CH2:55]1.Br[C:67]1[CH:95]=[CH:94][C:70]([CH2:71][N:72]2[C:76]3[CH:77]=[C:78]([CH3:81])[CH:79]=[CH:80][C:75]=3[N:74]([CH2:82][CH2:83][CH2:84][O:85][C:86]3[CH:91]=[CH:90][C:89]([F:92])=[CH:88][CH:87]=3)[C:73]2=[NH:93])=[CH:69][CH:68]=1.CC(C)([O-])C.[Na+], predict the reaction product. The product is: [C:47]1([C:60]2[CH:65]=[CH:64][CH:63]=[CH:62][CH:61]=2)[CH:52]=[CH:51][CH:50]=[CH:49][C:48]=1[CH2:53][N:54]1[CH2:55][CH2:56][N:57]([C:67]2[CH:95]=[CH:94][C:70]([CH2:71][N:72]3[C:76]4[CH:77]=[C:78]([CH3:81])[CH:79]=[CH:80][C:75]=4[N:74]([CH2:82][CH2:83][CH2:84][O:85][C:86]4[CH:87]=[CH:88][C:89]([F:92])=[CH:90][CH:91]=4)[C:73]3=[NH:93])=[CH:69][CH:68]=2)[CH2:58][CH2:59]1. (5) Given the reactants [C:1]([O:5][C:6](=[O:15])[NH:7][C@@H:8]1[CH2:13][C@@H:12]([CH3:14])[CH2:11][NH:10][CH2:9]1)([CH3:4])([CH3:3])[CH3:2].C([O-])(O)=O.[Na+].Cl[C:22]([O:24][CH2:25][C:26]1[CH:31]=[CH:30][CH:29]=[CH:28][CH:27]=1)=[O:23], predict the reaction product. The product is: [CH2:25]([O:24][C:22]([N:10]1[CH2:11][C@H:12]([CH3:14])[CH2:13][C@@H:8]([NH:7][C:6]([O:5][C:1]([CH3:4])([CH3:2])[CH3:3])=[O:15])[CH2:9]1)=[O:23])[C:26]1[CH:31]=[CH:30][CH:29]=[CH:28][CH:27]=1. (6) Given the reactants [C:1]([N:9]=[C:10]=[S:11])(=[O:8])[C:2]1[CH:7]=[CH:6][CH:5]=[CH:4][CH:3]=1.[Cl:12][C:13]1[CH:14]=[C:15]([CH:17]=[C:18]([Cl:20])[CH:19]=1)[NH2:16], predict the reaction product. The product is: [Cl:12][C:13]1[CH:14]=[C:15]([NH:16][C:10]([NH:9][C:1](=[O:8])[C:2]2[CH:7]=[CH:6][CH:5]=[CH:4][CH:3]=2)=[S:11])[CH:17]=[C:18]([Cl:20])[CH:19]=1. (7) Given the reactants Br[C:2]1[CH:3]=[CH:4][C:5]2[C:11]3[S:12][C:13]([C:15]([N:17]([C:19]4[CH:24]=[CH:23][CH:22]=[CH:21][C:20]=4[Cl:25])[CH3:18])=[O:16])=[CH:14][C:10]=3[CH2:9][CH2:8][O:7][C:6]=2[CH:26]=1.C([O-])([O-])=O.[Cs+].[Cs+].[C:33]([NH2:36])(=[O:35])[CH3:34].CC1(C)C2C(=C(P(C3C=CC=CC=3)C3C=CC=CC=3)C=CC=2)OC2C(P(C3C=CC=CC=3)C3C=CC=CC=3)=CC=CC1=2, predict the reaction product. The product is: [C:33]([NH:36][C:2]1[CH:3]=[CH:4][C:5]2[C:11]3[S:12][C:13]([C:15]([N:17]([C:19]4[CH:24]=[CH:23][CH:22]=[CH:21][C:20]=4[Cl:25])[CH3:18])=[O:16])=[CH:14][C:10]=3[CH2:9][CH2:8][O:7][C:6]=2[CH:26]=1)(=[O:35])[CH3:34].